The task is: Predict the product of the given reaction.. This data is from Forward reaction prediction with 1.9M reactions from USPTO patents (1976-2016). (1) Given the reactants [OH:1][C@H:2]1[CH2:6][CH2:5][N:4](C(OC(C)(C)C)=O)[C@@H:3]1[CH2:14][OH:15].[ClH:16].O1CCOCC1, predict the reaction product. The product is: [ClH:16].[OH:15][CH2:14][C@@H:3]1[C@@H:2]([OH:1])[CH2:6][CH2:5][NH:4]1. (2) Given the reactants [CH3:1][O:2][C:3](=[O:53])[C@@H:4]([NH:20][C:21]([C@@H:23]1[CH2:32][C:31]2[CH:30]=[C:29]3[O:33][CH2:34][C@H:35]([C:37]4[CH:42]=[CH:41][C:40]([O:43][CH2:44][C:45]5[CH:50]=[CH:49][C:48]([Cl:51])=[C:47]([Cl:52])[CH:46]=5)=[CH:39][CH:38]=4)[O:36][C:28]3=[CH:27][C:26]=2[CH2:25][NH:24]1)=[O:22])[CH2:5][C:6]1[CH:11]=[CH:10][C:9]([C:12]2[CH:17]=[CH:16][C:15]([C:18]#[N:19])=[CH:14][CH:13]=2)=[CH:8][CH:7]=1.Br[CH2:55][CH2:56][CH2:57][C:58]1[CH:63]=[CH:62][CH:61]=[CH:60][CH:59]=1.C([O-])(O)=O.[Na+], predict the reaction product. The product is: [CH3:1][O:2][C:3](=[O:53])[C@@H:4]([NH:20][C:21]([C@@H:23]1[CH2:32][C:31]2[CH:30]=[C:29]3[O:33][CH2:34][C@H:35]([C:37]4[CH:42]=[CH:41][C:40]([O:43][CH2:44][C:45]5[CH:50]=[CH:49][C:48]([Cl:51])=[C:47]([Cl:52])[CH:46]=5)=[CH:39][CH:38]=4)[O:36][C:28]3=[CH:27][C:26]=2[CH2:25][N:24]1[CH:57]([C:58]1[CH:63]=[CH:62][CH:61]=[CH:60][CH:59]=1)[CH2:56][CH3:55])=[O:22])[CH2:5][C:6]1[CH:11]=[CH:10][C:9]([C:12]2[CH:13]=[CH:14][C:15]([C:18]#[N:19])=[CH:16][CH:17]=2)=[CH:8][CH:7]=1. (3) Given the reactants [Cl:1][C:2]1[N:7]=[C:6]([NH:8][NH:9][C:10](=[O:29])[C@H:11]([CH2:23][CH:24]2[CH2:28][CH2:27][CH2:26][CH2:25]2)[CH2:12][N:13]([O:16]C2CCCCO2)[CH:14]=[O:15])[C:5]([F:30])=[C:4]([NH:31][CH2:32][C:33]2[S:34][CH:35]=[CH:36][N:37]=2)[N:3]=1, predict the reaction product. The product is: [Cl:1][C:2]1[N:7]=[C:6]([NH:8][NH:9][C:10](=[O:29])[C@H:11]([CH2:23][CH:24]2[CH2:25][CH2:26][CH2:27][CH2:28]2)[CH2:12][N:13]([OH:16])[CH:14]=[O:15])[C:5]([F:30])=[C:4]([NH:31][CH2:32][C:33]2[S:34][CH:35]=[CH:36][N:37]=2)[N:3]=1. (4) Given the reactants [F:1][C:2]1[CH:3]=[C:4]([CH:6]=[C:7]([O:9][CH3:10])[CH:8]=1)[NH2:5].Br.Br[CH:13]([C:15]1[CH:16]=[C:17]([C:32]([N:34]([CH3:36])[CH3:35])=[O:33])[CH:18]=[C:19]2[C:24]=1[O:23][C:22]([N:25]1[CH2:30][CH2:29][O:28][CH2:27][CH2:26]1)=[CH:21][C:20]2=[O:31])[CH3:14], predict the reaction product. The product is: [F:1][C:2]1[CH:3]=[C:4]([NH:5][CH:13]([C:15]2[CH:16]=[C:17]([C:32]([N:34]([CH3:36])[CH3:35])=[O:33])[CH:18]=[C:19]3[C:24]=2[O:23][C:22]([N:25]2[CH2:30][CH2:29][O:28][CH2:27][CH2:26]2)=[CH:21][C:20]3=[O:31])[CH3:14])[CH:6]=[C:7]([O:9][CH3:10])[CH:8]=1. (5) Given the reactants [OH:1][CH2:2][C:3]1[CH:8]=[CH:7][C:6]([N+:9]([O-:11])=[O:10])=[CH:5][C:4]=1[OH:12], predict the reaction product. The product is: [OH:12][C:4]1[CH:5]=[C:6]([N+:9]([O-:11])=[O:10])[CH:7]=[CH:8][C:3]=1[CH:2]=[O:1]. (6) Given the reactants [N:1]12[CH2:8][CH2:7][CH:4]([CH2:5][CH2:6]1)[C@@H:3]([O:9][C:10](=[O:42])[NH:11][C:12]1[CH:17]=[C:16](/[CH:18]=[CH:19]/[CH2:20][CH2:21][N:22]3[C:26]4[CH:27]=[CH:28][C:29](/[CH:31]=[CH:32]/[O:33]C)=[CH:30][C:25]=4[O:24][C:23]3=[O:35])[CH:15]=[CH:14][C:13]=1[C:36]1[CH:41]=[CH:40][CH:39]=[CH:38][CH:37]=1)[CH2:2]2.Cl.C(=O)(O)[O-], predict the reaction product. The product is: [N:1]12[CH2:8][CH2:7][CH:4]([CH2:5][CH2:6]1)[C@@H:3]([O:9][C:10](=[O:42])[NH:11][C:12]1[CH:17]=[C:16](/[CH:18]=[CH:19]/[CH2:20][CH2:21][N:22]3[C:26]4[CH:27]=[CH:28][C:29]([CH2:31][CH:32]=[O:33])=[CH:30][C:25]=4[O:24][C:23]3=[O:35])[CH:15]=[CH:14][C:13]=1[C:36]1[CH:41]=[CH:40][CH:39]=[CH:38][CH:37]=1)[CH2:2]2. (7) Given the reactants [Cl:1][C:2]1[CH:7]=[C:6]([Cl:8])[CH:5]=[CH:4][C:3]=1[OH:9].[Br:10][CH2:11][CH2:12][CH2:13]Br.[OH-].[Na+], predict the reaction product. The product is: [Br:10][CH2:11][CH2:12][CH2:13][O:9][C:3]1[CH:4]=[CH:5][C:6]([Cl:8])=[CH:7][C:2]=1[Cl:1]. (8) The product is: [F:34][C:35]1[CH:36]=[C:37]([CH:40]=[C:41]([F:43])[CH:42]=1)[CH2:38][N:30]1[CH2:29][CH2:28][CH:27]([C@H:25]([N:18]2[C:19]3[C:24](=[CH:23][CH:22]=[CH:21][CH:20]=3)[C:16]([C:14]([NH:13][CH2:12][C:5]3[C:6](=[O:11])[NH:7][C:8]([CH3:10])=[CH:9][C:4]=3[O:3][CH3:2])=[O:15])=[C:17]2[CH3:33])[CH3:26])[CH2:32][CH2:31]1. Given the reactants Cl.[CH3:2][O:3][C:4]1[CH:9]=[C:8]([CH3:10])[NH:7][C:6](=[O:11])[C:5]=1[CH2:12][NH:13][C:14]([C:16]1[C:24]2[C:19](=[CH:20][CH:21]=[CH:22][CH:23]=2)[N:18]([C@@H:25]([CH:27]2[CH2:32][CH2:31][NH:30][CH2:29][CH2:28]2)[CH3:26])[C:17]=1[CH3:33])=[O:15].[F:34][C:35]1[CH:36]=[C:37]([CH:40]=[C:41]([F:43])[CH:42]=1)[CH:38]=O.C(O[BH-](OC(=O)C)OC(=O)C)(=O)C.[Na+], predict the reaction product.